This data is from Peptide-MHC class I binding affinity with 185,985 pairs from IEDB/IMGT. The task is: Regression. Given a peptide amino acid sequence and an MHC pseudo amino acid sequence, predict their binding affinity value. This is MHC class I binding data. The MHC is HLA-A68:01 with pseudo-sequence HLA-A68:01. The binding affinity (normalized) is 0.0850. The peptide sequence is LFKNLATSIY.